Dataset: Tyrosyl-DNA phosphodiesterase HTS with 341,365 compounds. Task: Binary Classification. Given a drug SMILES string, predict its activity (active/inactive) in a high-throughput screening assay against a specified biological target. The molecule is S(=O)(=O)(N(Cc1occc1)C)c1sc(NC(=O)c2cc(ccc2)C)nn1. The result is 0 (inactive).